Dataset: Full USPTO retrosynthesis dataset with 1.9M reactions from patents (1976-2016). Task: Predict the reactants needed to synthesize the given product. (1) The reactants are: [F:1][C:2]([F:35])([F:34])[C:3]1[CH:4]=[C:5]([NH:9][C:10]([N:12]2[C:20]3[C:15](=[CH:16][C:17]([O:21][C:22]4[CH:27]=[CH:26][N:25]=[C:24]([CH2:28]OS(C)(=O)=O)[CH:23]=4)=[CH:18][CH:19]=3)[CH:14]=[CH:13]2)=[O:11])[CH:6]=[CH:7][CH:8]=1.[N-:36]=[N+:37]=[N-:38].[Na+]. Given the product [F:35][C:2]([F:34])([F:1])[C:3]1[CH:4]=[C:5]([NH:9][C:10]([N:12]2[C:20]3[C:15](=[CH:16][C:17]([O:21][C:22]4[CH:27]=[CH:26][N:25]=[C:24]([CH2:28][N:36]=[N+:37]=[N-:38])[CH:23]=4)=[CH:18][CH:19]=3)[CH:14]=[CH:13]2)=[O:11])[CH:6]=[CH:7][CH:8]=1, predict the reactants needed to synthesize it. (2) Given the product [CH3:1][C:2]1[CH:7]=[C:6]([CH:8]2[C:13]3=[N:14][S:15](=[O:18])(=[O:19])[CH2:16][CH2:17][N:12]3[CH2:11][CH2:10][CH2:9]2)[CH:5]=[CH:4][C:3]=1[C:20]1[CH:25]=[CH:24][CH:23]=[CH:22][CH:21]=1, predict the reactants needed to synthesize it. The reactants are: [CH3:1][C:2]1[CH:7]=[C:6]([C:8]2[C:13]3=[N:14][S:15](=[O:19])(=[O:18])[CH2:16][CH2:17][N:12]3[CH:11]=[CH:10][CH:9]=2)[CH:5]=[CH:4][C:3]=1[C:20]1[CH:25]=[CH:24][CH:23]=[CH:22][CH:21]=1. (3) Given the product [NH2:1][C:4]1[C:5]([NH:10][C:11](=[O:14])[CH:12]=[CH2:13])=[N:6][CH:7]=[CH:8][CH:9]=1, predict the reactants needed to synthesize it. The reactants are: [N+:1]([C:4]1[C:5]([NH:10][C:11](=[O:14])[CH:12]=[CH2:13])=[N:6][CH:7]=[CH:8][CH:9]=1)([O-])=O.O.[Cl-].[NH4+]. (4) Given the product [C:1]([C:5]1[C:6](=[O:11])[CH:7]=[CH:8][C:9](=[O:12])[CH:10]=1)([CH3:4])([CH3:2])[CH3:3], predict the reactants needed to synthesize it. The reactants are: [C:1]([C:5]1[CH:10]=[CH:9][CH:8]=[CH:7][C:6]=1[OH:11])([CH3:4])([CH3:3])[CH3:2].[OH:12]O.